From a dataset of HIV replication inhibition screening data with 41,000+ compounds from the AIDS Antiviral Screen. Binary Classification. Given a drug SMILES string, predict its activity (active/inactive) in a high-throughput screening assay against a specified biological target. The drug is Cc1cc(S(=O)(=O)Nc2nc(N)nc(N(C)C)n2)c(S)cc1Cl. The result is 1 (active).